From a dataset of NCI-60 drug combinations with 297,098 pairs across 59 cell lines. Regression. Given two drug SMILES strings and cell line genomic features, predict the synergy score measuring deviation from expected non-interaction effect. (1) Drug 1: CN(C)C1=NC(=NC(=N1)N(C)C)N(C)C. Drug 2: C(CN)CNCCSP(=O)(O)O. Cell line: U251. Synergy scores: CSS=-4.38, Synergy_ZIP=0.110, Synergy_Bliss=-3.42, Synergy_Loewe=-3.63, Synergy_HSA=-3.85. (2) Drug 1: C1=CC(=CC=C1CC(C(=O)O)N)N(CCCl)CCCl.Cl. Drug 2: CC1=CC=C(C=C1)C2=CC(=NN2C3=CC=C(C=C3)S(=O)(=O)N)C(F)(F)F. Cell line: SW-620. Synergy scores: CSS=20.3, Synergy_ZIP=-5.72, Synergy_Bliss=3.06, Synergy_Loewe=0.164, Synergy_HSA=0.161. (3) Drug 1: CC1=CC=C(C=C1)C2=CC(=NN2C3=CC=C(C=C3)S(=O)(=O)N)C(F)(F)F. Drug 2: CC1C(C(CC(O1)OC2CC(OC(C2O)C)OC3=CC4=CC5=C(C(=O)C(C(C5)C(C(=O)C(C(C)O)O)OC)OC6CC(C(C(O6)C)O)OC7CC(C(C(O7)C)O)OC8CC(C(C(O8)C)O)(C)O)C(=C4C(=C3C)O)O)O)O. Cell line: OVCAR-5. Synergy scores: CSS=6.13, Synergy_ZIP=5.38, Synergy_Bliss=-1.64, Synergy_Loewe=-40.7, Synergy_HSA=-1.58. (4) Drug 1: C1=C(C(=O)NC(=O)N1)N(CCCl)CCCl. Drug 2: C1CNP(=O)(OC1)N(CCCl)CCCl. Cell line: SR. Synergy scores: CSS=61.4, Synergy_ZIP=5.35, Synergy_Bliss=4.80, Synergy_Loewe=-22.7, Synergy_HSA=4.84.